Dataset: Catalyst prediction with 721,799 reactions and 888 catalyst types from USPTO. Task: Predict which catalyst facilitates the given reaction. (1) Reactant: [OH:1][C@@H:2]1[CH2:6][C:5](=[O:7])[C:4]([CH2:8]/[CH:9]=[CH:10]\[CH2:11][CH2:12][CH2:13][C:14]([O:16][CH:17]([CH3:19])[CH3:18])=[O:15])=[CH:3]1.[C:20]1(/[CH:26]=[CH:27]/B(O)O)[CH:25]=[CH:24][CH:23]=[CH:22][CH:21]=1.[OH-].[K+]. Product: [OH:1][C@@H:2]1[CH2:6][C:5](=[O:7])[C@H:4]([CH2:8]/[CH:9]=[CH:10]\[CH2:11][CH2:12][CH2:13][C:14]([O:16][CH:17]([CH3:19])[CH3:18])=[O:15])[C@H:3]1/[CH:27]=[CH:26]/[C:20]1[CH:25]=[CH:24][CH:23]=[CH:22][CH:21]=1. The catalyst class is: 5. (2) Reactant: C1C=CC2N(O)N=NC=2C=1.[CH:11]([NH:13][NH2:14])=[O:12].[C:15]([C:17]1[CH:18]=[CH:19][C:20]([O:26][C:27]([CH3:45])([C:29]2[N:33]([CH3:34])[C:32]([C:35]3[CH:40]=[CH:39][CH:38]=[CH:37][C:36]=3[C:41]([F:44])([F:43])[F:42])=[N:31][N:30]=2)[CH3:28])=[C:21]([CH:25]=1)[C:22](O)=O)#[N:16].O. Product: [CH3:45][C:27]([C:29]1[N:33]([CH3:34])[C:32]([C:35]2[CH:40]=[CH:39][CH:38]=[CH:37][C:36]=2[C:41]([F:43])([F:44])[F:42])=[N:31][N:30]=1)([O:26][C:20]1[CH:19]=[CH:18][C:17]([C:15]#[N:16])=[CH:25][C:21]=1[C:22]1[O:12][CH:11]=[N:13][N:14]=1)[CH3:28]. The catalyst class is: 3. (3) Reactant: [C:1]([O:4][CH2:5][C:6]1[C:7]([N:37]2[CH2:49][CH2:48][N:40]3[C:41]4[CH2:42][CH2:43][CH2:44][CH2:45][C:46]=4[CH:47]=[C:39]3[C:38]2=[O:50])=[N:8][CH:9]=[CH:10][C:11]=1[C:12]1[CH:13]=[C:14]([NH:20][C:21]2[CH:36]=[C:24]3[CH2:25][N:26](C(OC(C)(C)C)=O)[CH2:27][CH2:28][N:23]3[N:22]=2)[C:15](=[O:19])[N:16]([CH3:18])[CH:17]=1)(=[O:3])[CH3:2].Cl.O1CCOCC1. Product: [C:1]([O:4][CH2:5][C:6]1[C:7]([N:37]2[CH2:49][CH2:48][N:40]3[C:41]4[CH2:42][CH2:43][CH2:44][CH2:45][C:46]=4[CH:47]=[C:39]3[C:38]2=[O:50])=[N:8][CH:9]=[CH:10][C:11]=1[C:12]1[CH:13]=[C:14]([NH:20][C:21]2[CH:36]=[C:24]3[CH2:25][NH:26][CH2:27][CH2:28][N:23]3[N:22]=2)[C:15](=[O:19])[N:16]([CH3:18])[CH:17]=1)(=[O:3])[CH3:2]. The catalyst class is: 4.